Dataset: Forward reaction prediction with 1.9M reactions from USPTO patents (1976-2016). Task: Predict the product of the given reaction. (1) Given the reactants [F:1][C:2]1[C:10]([O:11][CH2:12][C:13]2[CH2:14][C:15]3[C:20]([CH:21]=2)=[CH:19][C:18](B2OC(C)(C)C(C)(C)O2)=[CH:17][CH:16]=3)=[CH:9][CH:8]=[C:7]([F:31])[C:3]=1[C:4]([NH2:6])=[O:5].[C:32]1(OS(C(F)(F)F)(=O)=O)[CH2:37][CH2:36][CH2:35][CH2:34][CH:33]=1.P([O-])([O-])([O-])=O.[K+].[K+].[K+], predict the reaction product. The product is: [C:32]1([C:18]2[CH:19]=[C:20]3[C:15](=[CH:16][CH:17]=2)[CH2:14][C:13]([CH2:12][O:11][C:10]2[C:2]([F:1])=[C:3]([C:7]([F:31])=[CH:8][CH:9]=2)[C:4]([NH2:6])=[O:5])=[CH:21]3)[CH2:37][CH2:36][CH2:35][CH2:34][CH:33]=1. (2) The product is: [CH:17]1([C@H:21]([NH:23][C:24]2[N:32]=[C:31]([C:33]3[NH:37][C:36](=[O:38])[O:35][N:34]=3)[N:30]=[C:29]3[C:25]=2[N:26]([CH2:48][C@H:49]2[CH2:50][CH2:51][C@H:52]([CH3:55])[CH2:53][CH2:54]2)[C:27]([C:39]2([C:41]4[CH:46]=[CH:45][CH:44]=[CH:43][C:42]=4[F:47])[CH2:11][CH2:40]2)=[N:28]3)[CH3:22])[CH2:18][CH2:19][CH2:20]1. Given the reactants CS(C)=O.[I-].C[S+](C)(C)=O.[CH3:11]C([O-])(C)C.[K+].[CH:17]1([C@H:21]([NH:23][C:24]2[N:32]=[C:31]([C:33]3[NH:37][C:36](=[O:38])[O:35][N:34]=3)[N:30]=[C:29]3[C:25]=2[N:26]([CH2:48][C@H:49]2[CH2:54][CH2:53][C@H:52]([CH3:55])[CH2:51][CH2:50]2)[C:27]([C:39]([C:41]2[CH:46]=[CH:45][CH:44]=[CH:43][C:42]=2[F:47])=[CH2:40])=[N:28]3)[CH3:22])[CH2:20][CH2:19][CH2:18]1, predict the reaction product. (3) Given the reactants [Br:1][CH2:2][CH2:3][CH2:4][CH2:5][CH2:6][C:7]1[CH:12]=[CH:11][C:10]([C:13]2[CH:18]=[CH:17][CH:16]=[CH:15][CH:14]=2)=[CH:9][CH:8]=1.[N:19]1[CH:24]=[CH:23][C:22]([CH3:25])=[CH:21][C:20]=1[CH3:26], predict the reaction product. The product is: [Br-:1].[C:10]1([C:13]2[CH:18]=[CH:17][CH:16]=[CH:15][CH:14]=2)[CH:11]=[CH:12][C:7]([CH2:6][CH2:5][CH2:4][CH2:3][CH2:2][N+:19]2[CH:24]=[CH:23][C:22]([CH3:25])=[CH:21][C:20]=2[CH3:26])=[CH:8][CH:9]=1.